From a dataset of Forward reaction prediction with 1.9M reactions from USPTO patents (1976-2016). Predict the product of the given reaction. Given the reactants CCN(C(C)C)C(C)C.[F:10][C:11]1[CH:19]=[CH:18][C:14]([C:15](Cl)=[O:16])=[CH:13][C:12]=1[N+:20]([O-:22])=[O:21].C(OC(=O)C)(=[O:25])C, predict the reaction product. The product is: [F:10][C:11]1[CH:19]=[CH:18][C:14]([C:15]([OH:25])=[O:16])=[CH:13][C:12]=1[N+:20]([O-:22])=[O:21].